This data is from NCI-60 drug combinations with 297,098 pairs across 59 cell lines. The task is: Regression. Given two drug SMILES strings and cell line genomic features, predict the synergy score measuring deviation from expected non-interaction effect. Drug 1: C1=NC2=C(N1)C(=S)N=C(N2)N. Drug 2: COC1=C2C(=CC3=C1OC=C3)C=CC(=O)O2. Cell line: MDA-MB-435. Synergy scores: CSS=15.3, Synergy_ZIP=-0.652, Synergy_Bliss=-3.38, Synergy_Loewe=-15.3, Synergy_HSA=-4.56.